Dataset: Ames mutagenicity test results for genotoxicity prediction. Task: Regression/Classification. Given a drug SMILES string, predict its toxicity properties. Task type varies by dataset: regression for continuous values (e.g., LD50, hERG inhibition percentage) or binary classification for toxic/non-toxic outcomes (e.g., AMES mutagenicity, cardiotoxicity, hepatotoxicity). Dataset: ames. The drug is CC(=O)Nc1ccc(C(=O)CCl)cc1. The result is 1 (mutagenic).